Dataset: Full USPTO retrosynthesis dataset with 1.9M reactions from patents (1976-2016). Task: Predict the reactants needed to synthesize the given product. (1) Given the product [CH:37]1[CH:36]=[CH:35][C:34]([C:33]([OH:43])([C:40]([O:15][C@@H:11]2[CH2:10][C@H:9]3[N+:14]4([CH2:5][CH2:4][CH2:3][CH2:2]4)[C@H:13]([CH2:7][CH2:8]3)[CH2:12]2)=[O:42])[C:30]2[CH:29]=[CH:28][CH:27]=[CH:32][CH:31]=2)=[CH:39][CH:38]=1.[Cl-:1], predict the reactants needed to synthesize it. The reactants are: [Cl:1][CH2:2][CH2:3][CH2:4][CH2:5]Cl.[CH2:7]1[C@H:13]2[NH:14][C@H:9]([CH2:10][CH:11]([OH:15])[CH2:12]2)[CH2:8]1.C1CCN2C(=NCCC2)CC1.[CH:27]1[CH:28]=[CH:29][C:30]([C:33]([OH:43])([C:40]([OH:42])=O)[C:34]2[CH:35]=[CH:36][CH:37]=[CH:38][CH:39]=2)=[CH:31][CH:32]=1.C1N=CN(C(N2C=NC=C2)=O)C=1. (2) Given the product [CH2:1]([O:8][C:9]1[C:10]([C:29]([N:42]([CH2:41][CH2:40][O:39][Si:32]([C:35]([CH3:36])([CH3:38])[CH3:37])([CH3:34])[CH3:33])[CH:43]([CH3:48])[C:44]([F:46])([F:45])[F:47])=[O:31])=[N:11][C:12]([CH2:16][C:17]2([C:22]3[CH:23]=[CH:24][C:25]([Cl:28])=[CH:26][CH:27]=3)[CH2:21][CH2:20][CH2:19][CH2:18]2)=[N:13][C:14]=1[OH:15])[C:2]1[CH:7]=[CH:6][CH:5]=[CH:4][CH:3]=1, predict the reactants needed to synthesize it. The reactants are: [CH2:1]([O:8][C:9]1[C:10]([C:29]([OH:31])=O)=[N:11][C:12]([CH2:16][C:17]2([C:22]3[CH:27]=[CH:26][C:25]([Cl:28])=[CH:24][CH:23]=3)[CH2:21][CH2:20][CH2:19][CH2:18]2)=[N:13][C:14]=1[OH:15])[C:2]1[CH:7]=[CH:6][CH:5]=[CH:4][CH:3]=1.[Si:32]([O:39][CH2:40][CH2:41][NH:42][CH:43]([CH3:48])[C:44]([F:47])([F:46])[F:45])([C:35]([CH3:38])([CH3:37])[CH3:36])([CH3:34])[CH3:33].O=P(Cl)(Cl)Cl.C(O)CO.C(=O)=O. (3) Given the product [F:12][C:13]1[CH:21]=[C:20]2[C:16]([C:17]([CH2:33][C:34]([OH:36])=[O:35])=[C:18]([CH3:32])[C:19]2=[CH:22][C:23]2[CH:28]=[CH:27][C:26]([S:29]([CH3:31])(=[O:9])=[O:30])=[CH:25][CH:24]=2)=[CH:15][C:14]=1[O:37][CH3:38], predict the reactants needed to synthesize it. The reactants are: ClC1C=CC=C(C(OO)=[O:9])C=1.[F:12][C:13]1[CH:21]=[C:20]2[C:16]([C:17]([CH2:33][C:34]([OH:36])=[O:35])=[C:18]([CH3:32])[C:19]2=[CH:22][C:23]2[CH:28]=[CH:27][C:26]([S:29]([CH3:31])=[O:30])=[CH:25][CH:24]=2)=[CH:15][C:14]=1[O:37][CH3:38].